Predict the reaction yield, written as a fraction of the theoretical maximum amount of product (1.0 means a 100% yield; for example, 0.34 means a 34% yield). From a dataset of Reaction yield outcomes from USPTO patents with 853,638 reactions. (1) The reactants are [CH2:1]([O:3][C:4](=[O:28])[C:5]1[CH:10]=[CH:9][C:8]([C:11]#[C:12][C:13]2[CH:14]=[C:15]3[C:20](=[CH:21][CH:22]=2)N(C2CC2)CCC3(C)C)=[CH:7][CH:6]=1)[CH3:2].[CH2:29]([O:31][C:32](=O)[C:33]1[CH:38]=CC(I)=CC=1)C. The catalyst is C(N(CC)CC)C.[Cu]I.Cl[Pd](Cl)([P](C1C=CC=CC=1)(C1C=CC=CC=1)C1C=CC=CC=1)[P](C1C=CC=CC=1)(C1C=CC=CC=1)C1C=CC=CC=1. The product is [CH3:29][O:31][C:32]1([C:20]2[CH:15]=[CH:14][C:13]([C:12]#[C:11][C:8]3[CH:9]=[CH:10][C:5]([C:4]([O:3][CH2:1][CH3:2])=[O:28])=[CH:6][CH:7]=3)=[CH:22][CH:21]=2)[CH2:33][CH2:38]1. The yield is 0.900. (2) The reactants are C([O:8][C:9]1[C:14]([CH2:15][N:16]2[CH2:25][CH2:24][C:23]3[C:18](=[C:19]([CH3:36])[C:20]([O:32][CH:33]([CH3:35])[CH3:34])=[CH:21][C:22]=3[C:26]3[CH:27]=[N:28][N:29]([CH3:31])[CH:30]=3)[C:17]2=[O:37])=[C:13]([CH3:38])[CH:12]=[C:11]([CH3:39])[N:10]=1)C1C=CC=CC=1. The catalyst is CO.[Pd]. The product is [CH3:38][C:13]1[CH:12]=[C:11]([CH3:39])[NH:10][C:9](=[O:8])[C:14]=1[CH2:15][N:16]1[CH2:25][CH2:24][C:23]2[C:18](=[C:19]([CH3:36])[C:20]([O:32][CH:33]([CH3:34])[CH3:35])=[CH:21][C:22]=2[C:26]2[CH:27]=[N:28][N:29]([CH3:31])[CH:30]=2)[C:17]1=[O:37]. The yield is 0.580.